From a dataset of Forward reaction prediction with 1.9M reactions from USPTO patents (1976-2016). Predict the product of the given reaction. (1) Given the reactants Cl.[F:2][C:3]([F:34])([F:33])[C:4]1[CH:5]=[C:6]([C@H:14]([O:16][C@H:17]2[CH2:25][CH2:24][C@@H:23]3[C@@H:19]([CH2:20][NH:21][CH2:22]3)[C@@H:18]2[C:26]2[CH:31]=[CH:30][C:29]([F:32])=[CH:28][CH:27]=2)[CH3:15])[CH:7]=[C:8]([C:10]([F:13])([F:12])[F:11])[CH:9]=1.C=O.[C:37]([O-])(=O)C.[Na+].[BH4-].[Na+], predict the reaction product. The product is: [F:34][C:3]([F:2])([F:33])[C:4]1[CH:5]=[C:6]([C@H:14]([O:16][C@H:17]2[CH2:25][CH2:24][C@@H:23]3[C@@H:19]([CH2:20][N:21]([CH3:37])[CH2:22]3)[C@@H:18]2[C:26]2[CH:27]=[CH:28][C:29]([F:32])=[CH:30][CH:31]=2)[CH3:15])[CH:7]=[C:8]([C:10]([F:13])([F:11])[F:12])[CH:9]=1. (2) Given the reactants [Br:1][C:2]1[CH:3]=[C:4]2[C:20](=[CH:21][CH:22]=1)[O:19][C:7]1[C:8]([F:18])=[N:9][C:10]([O:12][CH2:13][C:14]([CH3:17])([CH3:16])[CH3:15])=[CH:11][C:6]=1[C:5]2=O.[CH3:24][Si](C[Li])(C)C.C(O)(C(F)(F)F)=O.C([O-])([O-])=O.[K+].[K+], predict the reaction product. The product is: [Br:1][C:2]1[CH:3]=[C:4]2[C:20](=[CH:21][CH:22]=1)[O:19][C:7]1[C:8]([F:18])=[N:9][C:10]([O:12][CH2:13][C:14]([CH3:17])([CH3:16])[CH3:15])=[CH:11][C:6]=1[C:5]2=[CH2:24]. (3) Given the reactants [N+:1]([C:4]1[CH:12]=[C:11]2[C:7]([CH:8]=[CH:9][N:10]2[CH2:13][C:14]#[N:15])=[CH:6][CH:5]=1)([O-])=O.[Cl-].[NH4+].CO.O, predict the reaction product. The product is: [NH2:1][C:4]1[CH:12]=[C:11]2[C:7]([CH:8]=[CH:9][N:10]2[CH2:13][C:14]#[N:15])=[CH:6][CH:5]=1.